This data is from Full USPTO retrosynthesis dataset with 1.9M reactions from patents (1976-2016). The task is: Predict the reactants needed to synthesize the given product. (1) Given the product [NH:33]1[CH:32]=[C:31]([C:2]2[N:7]3[CH:8]=[CH:9][N:10]=[C:6]3[CH:5]=[C:4]([C:11]3[CH:16]=[CH:15][C:14]([N:17]4[CH2:22][CH2:21][O:20][CH2:19][CH2:18]4)=[CH:13][CH:12]=3)[N:3]=2)[CH:35]=[N:34]1, predict the reactants needed to synthesize it. The reactants are: Cl[C:2]1[N:7]2[CH:8]=[CH:9][N:10]=[C:6]2[CH:5]=[C:4]([C:11]2[CH:16]=[CH:15][C:14]([N:17]3[CH2:22][CH2:21][O:20][CH2:19][CH2:18]3)=[CH:13][CH:12]=2)[N:3]=1.CC1(C)C(C)(C)OB([C:31]2[CH:32]=[N:33][NH:34][CH:35]=2)O1.C(=O)([O-])[O-].[K+].[K+]. (2) Given the product [CH2:1]([S:3][C:4]1[C:5]2[N:6]([CH:13]=[C:14]([C:16]3[N:17]=[N:18][N:19]([CH3:21])[N:20]=3)[CH:15]=2)[N:7]=[CH:8][C:9]=1[C:10]([NH2:12])=[O:11])[CH3:2], predict the reactants needed to synthesize it. The reactants are: [CH2:1]([S:3][C:4]1[C:5]2[N:6]([CH:13]=[C:14]([C:16]3[NH:20][N:19]=[N:18][N:17]=3)[CH:15]=2)[N:7]=[CH:8][C:9]=1[C:10]([NH2:12])=[O:11])[CH3:2].[C:21]([O-])([O-])=O.[K+].[K+].CI.CCOC(C)=O.